Predict the reaction yield, written as a fraction of the theoretical maximum amount of product (1.0 means a 100% yield; for example, 0.34 means a 34% yield). From a dataset of Reaction yield outcomes from USPTO patents with 853,638 reactions. (1) The reactants are C1(P(C2C=CC=CC=2)CCCP(C2C=CC=CC=2)C2C=CC=CC=2)C=CC=CC=1.Br[C:31]1[C:39]2[C:34](=[N:35][CH:36]=[C:37]([C:40]3[CH:41]=[C:42]([CH:46]=[CH:47][C:48]=3[Cl:49])[C:43]([OH:45])=[O:44])[CH:38]=2)[O:33][C:32]=1[C:50]1[CH:55]=[CH:54][C:53]([F:56])=[CH:52][CH:51]=1.[C:57]([O:60][CH2:61]C)(=[O:59])C. The catalyst is CO.CS(C)=O.C([O-])(=O)C.[Pd+2].C([O-])(=O)C. The product is [Cl:49][C:48]1[CH:47]=[CH:46][C:42]([C:43]([OH:45])=[O:44])=[CH:41][C:40]=1[C:37]1[CH:38]=[C:39]2[C:31]([C:57]([O:60][CH3:61])=[O:59])=[C:32]([C:50]3[CH:55]=[CH:54][C:53]([F:56])=[CH:52][CH:51]=3)[O:33][C:34]2=[N:35][CH:36]=1. The yield is 0.670. (2) The yield is 0.850. The reactants are [F:1][C:2]([F:18])([F:17])[S:3][C:4]1[CH:9]=[CH:8][C:7]([C:10]2[CH:15]=[CH:14][C:13]([NH2:16])=[CH:12][CH:11]=2)=[CH:6][CH:5]=1.ClC1C=C(C=CC=1)C(OO)=[O:24]. The product is [F:18][C:2]([F:17])([F:1])[S:3]([C:4]1[CH:5]=[CH:6][C:7]([C:10]2[CH:15]=[CH:14][C:13]([NH2:16])=[CH:12][CH:11]=2)=[CH:8][CH:9]=1)=[O:24]. The catalyst is ClCCl. (3) The reactants are [CH3:1][CH:2]([CH3:31])[CH2:3][CH:4]([C:22]1[CH:30]=[CH:29][C:25]([C:26]([OH:28])=O)=[CH:24][N:23]=1)[NH:5][C:6]1[CH:11]=[CH:10][C:9]([C:12]2[CH:17]=[CH:16][C:15]([C:18]([F:21])([F:20])[F:19])=[CH:14][CH:13]=2)=[CH:8][CH:7]=1.C(N1C=CN=C1)(N1C=CN=C1)=O.C(N(CC)C(C)C)(C)C.[NH2:53][C:54]1[NH:58][N:57]=[N:56][N:55]=1. The catalyst is CN(C)C=O. The product is [CH3:1][CH:2]([CH3:31])[CH2:3][CH:4]([C:22]1[CH:30]=[CH:29][C:25]([C:26]([NH:53][C:54]2[N:55]=[N:56][NH:57][N:58]=2)=[O:28])=[CH:24][N:23]=1)[NH:5][C:6]1[CH:11]=[CH:10][C:9]([C:12]2[CH:17]=[CH:16][C:15]([C:18]([F:19])([F:21])[F:20])=[CH:14][CH:13]=2)=[CH:8][CH:7]=1. The yield is 0.430. (4) The reactants are [CH2:1]([Mg]Br)[CH3:2].[CH2:5]([N:7]1[C:11]([O:12][C:13]2[CH:18]=[CH:17][C:16]([C:19]([F:22])([F:21])[F:20])=[CH:15][CH:14]=2)=[CH:10][C:9]([C:23]2[CH:24]=[C:25]([CH:28]=[CH:29][CH:30]=2)[C:26]#[N:27])=[N:8]1)[CH3:6].B(F)(F)F.CCOCC.[OH-].[Na+]. The catalyst is O1CCCC1.CC(C)[O-].[Ti+4].CC(C)[O-].CC(C)[O-].CC(C)[O-]. The product is [CH2:5]([N:7]1[C:11]([O:12][C:13]2[CH:14]=[CH:15][C:16]([C:19]([F:22])([F:20])[F:21])=[CH:17][CH:18]=2)=[CH:10][C:9]([C:23]2[CH:24]=[C:25]([C:26]3([NH2:27])[CH2:2][CH2:1]3)[CH:28]=[CH:29][CH:30]=2)=[N:8]1)[CH3:6]. The yield is 0.510. (5) The reactants are [CH:1]1[C:13]2[CH:12]([CH2:14][O:15][C:16]([N:18]3[CH2:23][C:22]4([CH2:28][CH2:27][N:26](CC5C=CC=CC=5)[CH2:25][CH2:24]4)[O:21][CH2:20][CH2:19]3)=[O:17])[C:11]3[C:6](=[CH:7][CH:8]=[CH:9][CH:10]=3)[C:5]=2[CH:4]=[CH:3][CH:2]=1. The catalyst is C(O)C. The product is [CH:10]1[C:11]2[CH:12]([CH2:14][O:15][C:16]([N:18]3[CH2:23][C:22]4([CH2:28][CH2:27][NH:26][CH2:25][CH2:24]4)[O:21][CH2:20][CH2:19]3)=[O:17])[C:13]3[C:5](=[CH:4][CH:3]=[CH:2][CH:1]=3)[C:6]=2[CH:7]=[CH:8][CH:9]=1. The yield is 0.610. (6) The reactants are [Mg].II.Cl[CH2:5][CH2:6][CH2:7][CH2:8][O:9][CH3:10].[Cl:11][C:12]1[C:13]([F:33])=[C:14]([CH:30]=[CH:31][CH:32]=1)[C:15]([C@@H:17]1[CH2:22][CH2:21][CH2:20][N:19]([C:23]([O:25][C:26]([CH3:29])([CH3:28])[CH3:27])=[O:24])[CH2:18]1)=[O:16]. The catalyst is C1COCC1. The product is [Cl:11][C:12]1[C:13]([F:33])=[C:14]([C@:15]([C@@H:17]2[CH2:22][CH2:21][CH2:20][N:19]([C:23]([O:25][C:26]([CH3:28])([CH3:27])[CH3:29])=[O:24])[CH2:18]2)([OH:16])[CH2:5][CH2:6][CH2:7][CH2:8][O:9][CH3:10])[CH:30]=[CH:31][CH:32]=1. The yield is 0.750.